From a dataset of Catalyst prediction with 721,799 reactions and 888 catalyst types from USPTO. Predict which catalyst facilitates the given reaction. Reactant: [Cl:1][C:2]1[CH:7]=[CH:6][N:5]=[C:4]2[NH:8][CH:9]=[CH:10][C:3]=12.[H-].[Na+].[CH:13]([Si:16](Cl)([CH:20]([CH3:22])[CH3:21])[CH:17]([CH3:19])[CH3:18])([CH3:15])[CH3:14].O. Product: [Cl:1][C:2]1[CH:7]=[CH:6][N:5]=[C:4]2[N:8]([Si:16]([CH:20]([CH3:22])[CH3:21])([CH:17]([CH3:19])[CH3:18])[CH:13]([CH3:15])[CH3:14])[CH:9]=[CH:10][C:3]=12. The catalyst class is: 348.